Dataset: Forward reaction prediction with 1.9M reactions from USPTO patents (1976-2016). Task: Predict the product of the given reaction. (1) Given the reactants [OH:1][CH2:2][C@:3]12[CH2:10][C@H:9]([NH:11][C:12](=[O:18])[O:13][C:14]([CH3:17])([CH3:16])[CH3:15])[C@H:8]([Se]C3C=CC=CC=3)[C@H:4]1[O:5][CH2:6][CH2:7]2.CC(N=NC(C#N)(C)C)(C#N)C.C[Si]([SiH]([Si](C)(C)C)[Si](C)(C)C)(C)C, predict the reaction product. The product is: [OH:1][CH2:2][C@:3]12[CH2:10][C@H:9]([NH:11][C:12](=[O:18])[O:13][C:14]([CH3:16])([CH3:15])[CH3:17])[CH2:8][C@H:4]1[O:5][CH2:6][CH2:7]2. (2) Given the reactants C(OC(=O)[N:7]([C:17]1[N:22]=[C:21]([C:23]2[C:28]([Cl:29])=[CH:27][N:26]=[C:25]([F:30])[CH:24]=2)[CH:20]=[CH:19][CH:18]=1)[CH2:8][CH:9]1[CH2:14][CH2:13][O:12][C:11]([CH3:16])([CH3:15])[CH2:10]1)(C)(C)C.Cl.O1CCOCC1, predict the reaction product. The product is: [Cl:29][C:28]1[C:23]([C:21]2[CH:20]=[CH:19][CH:18]=[C:17]([NH:7][CH2:8][CH:9]3[CH2:14][CH2:13][O:12][C:11]([CH3:16])([CH3:15])[CH2:10]3)[N:22]=2)=[CH:24][C:25]([F:30])=[N:26][CH:27]=1. (3) Given the reactants N1C2C(=CC=CC=2)C=[CH:3][C:2]=1N[C@H](C(O)=O)C.[NH2:17][CH:18]([CH2:22][C:23]1C=N[C:26]2[C:31]([CH:32]=1)=[CH:30][CH:29]=[CH:28][CH:27]=2)[C:19]([OH:21])=[O:20], predict the reaction product. The product is: [NH2:17][C:18]1([C:19]([OH:21])=[O:20])[CH2:22][CH2:23][CH:32]([C:31]2[CH:30]=[CH:29][CH:28]=[CH:27][CH:26]=2)[CH2:3][CH2:2]1. (4) Given the reactants Cl[C:2]1[N:10]=[CH:9][N:8]=[C:7]2[C:3]=1[N:4]=[C:5]([C:18]1[CH:23]=[CH:22][CH:21]=[CH:20][C:19]=1[Cl:24])[N:6]2[C:11]1[CH:16]=[CH:15][C:14]([Cl:17])=[CH:13][CH:12]=1.[NH2:25][C@@H:26]1[CH2:31][CH2:30][CH2:29][N:28]([C:32]([O:34][C:35]([CH3:38])([CH3:37])[CH3:36])=[O:33])[CH2:27]1.C(N(CC)CC)C, predict the reaction product. The product is: [Cl:24][C:19]1[CH:20]=[CH:21][CH:22]=[CH:23][C:18]=1[C:5]1[N:6]([C:11]2[CH:12]=[CH:13][C:14]([Cl:17])=[CH:15][CH:16]=2)[C:7]2[C:3]([N:4]=1)=[C:2]([NH:25][C@@H:26]1[CH2:31][CH2:30][CH2:29][N:28]([C:32]([O:34][C:35]([CH3:38])([CH3:37])[CH3:36])=[O:33])[CH2:27]1)[N:10]=[CH:9][N:8]=2.